Dataset: NCI-60 drug combinations with 297,098 pairs across 59 cell lines. Task: Regression. Given two drug SMILES strings and cell line genomic features, predict the synergy score measuring deviation from expected non-interaction effect. (1) Cell line: RPMI-8226. Drug 1: CCN(CC)CCNC(=O)C1=C(NC(=C1C)C=C2C3=C(C=CC(=C3)F)NC2=O)C. Drug 2: C#CCC(CC1=CN=C2C(=N1)C(=NC(=N2)N)N)C3=CC=C(C=C3)C(=O)NC(CCC(=O)O)C(=O)O. Synergy scores: CSS=78.3, Synergy_ZIP=4.55, Synergy_Bliss=2.69, Synergy_Loewe=-17.2, Synergy_HSA=1.05. (2) Drug 1: CC(CN1CC(=O)NC(=O)C1)N2CC(=O)NC(=O)C2. Drug 2: CC1=CC=C(C=C1)C2=CC(=NN2C3=CC=C(C=C3)S(=O)(=O)N)C(F)(F)F. Cell line: 786-0. Synergy scores: CSS=11.6, Synergy_ZIP=-5.41, Synergy_Bliss=-2.72, Synergy_Loewe=-1.37, Synergy_HSA=-1.01. (3) Drug 1: C1CN1P(=S)(N2CC2)N3CC3. Drug 2: CCN(CC)CCNC(=O)C1=C(NC(=C1C)C=C2C3=C(C=CC(=C3)F)NC2=O)C. Cell line: SF-295. Synergy scores: CSS=19.1, Synergy_ZIP=-5.53, Synergy_Bliss=-4.66, Synergy_Loewe=-5.79, Synergy_HSA=-4.21. (4) Drug 1: CNC(=O)C1=CC=CC=C1SC2=CC3=C(C=C2)C(=NN3)C=CC4=CC=CC=N4. Drug 2: B(C(CC(C)C)NC(=O)C(CC1=CC=CC=C1)NC(=O)C2=NC=CN=C2)(O)O. Cell line: UACC62. Synergy scores: CSS=-0.698, Synergy_ZIP=-0.715, Synergy_Bliss=-2.71, Synergy_Loewe=-4.22, Synergy_HSA=-3.79. (5) Drug 1: CCN(CC)CCCC(C)NC1=C2C=C(C=CC2=NC3=C1C=CC(=C3)Cl)OC. Drug 2: CC12CCC3C(C1CCC2OP(=O)(O)O)CCC4=C3C=CC(=C4)OC(=O)N(CCCl)CCCl.[Na+]. Cell line: SW-620. Synergy scores: CSS=1.69, Synergy_ZIP=-8.16, Synergy_Bliss=-14.2, Synergy_Loewe=-28.0, Synergy_HSA=-15.8. (6) Drug 1: CC1=C2C(C(=O)C3(C(CC4C(C3C(C(C2(C)C)(CC1OC(=O)C(C(C5=CC=CC=C5)NC(=O)OC(C)(C)C)O)O)OC(=O)C6=CC=CC=C6)(CO4)OC(=O)C)O)C)O. Drug 2: CS(=O)(=O)CCNCC1=CC=C(O1)C2=CC3=C(C=C2)N=CN=C3NC4=CC(=C(C=C4)OCC5=CC(=CC=C5)F)Cl. Cell line: HT29. Synergy scores: CSS=15.3, Synergy_ZIP=21.4, Synergy_Bliss=26.1, Synergy_Loewe=20.5, Synergy_HSA=24.6. (7) Drug 1: COC1=C(C=C2C(=C1)N=CN=C2NC3=CC(=C(C=C3)F)Cl)OCCCN4CCOCC4. Drug 2: N.N.Cl[Pt+2]Cl. Cell line: COLO 205. Synergy scores: CSS=6.94, Synergy_ZIP=-1.05, Synergy_Bliss=7.53, Synergy_Loewe=-3.86, Synergy_HSA=1.24.